From a dataset of Experimentally validated miRNA-target interactions with 360,000+ pairs, plus equal number of negative samples. Binary Classification. Given a miRNA mature sequence and a target amino acid sequence, predict their likelihood of interaction. (1) The miRNA is hsa-miR-191-5p with sequence CAACGGAAUCCCAAAAGCAGCUG. The protein sequence of the target gene is MANNSPALTGNSQPQHQAAAAVTQQQQQCGGGGGATKPAVSGKQGNVLPLWGNEKTMNLNPMILTNILSSPYFKVQLYELKTYHEVVDEIYFKVTHVEPWEKGSRKTAGQTGMCGGVRGVGTGGIVSTAFCLLYKLFTLKLTRKQVMGLITHTDSPYIRALGFMYIRYTQPPTDLWDWFESFLDDEEDLDVKAGGGCVMTIGEMLRSFLTKLEWFSTLFPRIPVPVQKNIDQQIKTRPRKIKKDGKEGIEEIDRHVERRRSRSPRRSLSPRRSPRRSRSRSHHREGHGSSSFDRELEREK.... Result: 0 (no interaction). (2) The miRNA is cel-miR-248 with sequence AUACACGUGCACGGAUAACGCUCA. The protein sequence of the target gene is MAAGTSSYWEDLRKQARQLENELDLKLVSFSKLCTSYSHSSTRDGRRDRYSSDTTPLLNGSSQDRMFETMAIEIEQLLARLTGVNDKMAEYTNSAGVPSLNAALMHTLQRHRDILQDYTHEFHKTKANFMAIRERENLMGSVRKDIESYKSGSGVNNRRTELFLKEHDHLRNSDRLIEETISIAMATKENMTSQRGMLKSIHSKMNTLANRFPAVNSLIQRINLRKRRDSLILGGVIGICTILLLLYAFH. Result: 0 (no interaction).